The task is: Predict the product of the given reaction.. This data is from Forward reaction prediction with 1.9M reactions from USPTO patents (1976-2016). Given the reactants [CH3:1][N:2]([CH3:34])[CH:3]1[CH2:7][CH2:6][N:5]([C:8]2[CH:13]=[CH:12][C:11]([CH2:14][NH:15][C:16]([CH:18]3[CH2:23][CH2:22][N:21]([C:24]4[CH:29]=[CH:28][C:27]([Cl:30])=[CH:26][C:25]=4[N+:31]([O-])=O)[CH2:20][CH2:19]3)=[O:17])=[CH:10][CH:9]=2)[CH2:4]1.[C:35](OC(=O)C)(=[O:37])[CH3:36], predict the reaction product. The product is: [CH3:1][N:2]([CH3:34])[CH:3]1[CH2:7][CH2:6][N:5]([C:8]2[CH:13]=[CH:12][C:11]([CH2:14][NH:15][C:16]([CH:18]3[CH2:23][CH2:22][N:21]([C:24]4[CH:29]=[CH:28][C:27]([Cl:30])=[CH:26][C:25]=4[NH:31][C:35](=[O:37])[CH3:36])[CH2:20][CH2:19]3)=[O:17])=[CH:10][CH:9]=2)[CH2:4]1.